From a dataset of Full USPTO retrosynthesis dataset with 1.9M reactions from patents (1976-2016). Predict the reactants needed to synthesize the given product. (1) Given the product [Cl:33][C:10]1[C:15]([C:16]#[N:17])=[C:14]([C:18]2[CH:23]=[CH:22][CH:21]=[CH:20][CH:19]=2)[C:13]([C:24]#[N:25])=[C:12]([S:26][C:27]2[CH:32]=[CH:31][CH:30]=[CH:29][CH:28]=2)[N:11]=1, predict the reactants needed to synthesize it. The reactants are: N(OCCC(C)C)=O.N[C:10]1[C:15]([C:16]#[N:17])=[C:14]([C:18]2[CH:23]=[CH:22][CH:21]=[CH:20][CH:19]=2)[C:13]([C:24]#[N:25])=[C:12]([S:26][C:27]2[CH:32]=[CH:31][CH:30]=[CH:29][CH:28]=2)[N:11]=1.[ClH:33]. (2) Given the product [N:1]([C:4]1[CH:9]=[C:8]([Cl:10])[CH:7]=[CH:6][C:5]=1[C:21]1[N:25]([CH:26]2[CH2:27][CH2:28][CH2:29][CH2:30][O:31]2)[N:24]=[CH:23][CH:22]=1)=[N+:2]=[N-:3], predict the reactants needed to synthesize it. The reactants are: [N:1]([C:4]1[CH:9]=[C:8]([Cl:10])[CH:7]=[CH:6][C:5]=1Br)=[N+:2]=[N-:3].B1([C:21]2[N:25]([CH:26]3[O:31][CH2:30][CH2:29][CH2:28][CH2:27]3)[N:24]=[CH:23][CH:22]=2)OC(C)(C)C(C)(C)O1.C([O-])([O-])=O.[Na+].[Na+].COCCOC. (3) Given the product [N:22]1[C:31]2[C:26](=[CH:27][CH:28]=[CH:29][CH:30]=2)[CH:25]=[C:24](/[CH:32]=[CH:9]/[C:10]2[CH:11]=[CH:12][C:13]([C:14]([O:16][CH3:17])=[O:15])=[CH:18][CH:19]=2)[CH:23]=1, predict the reactants needed to synthesize it. The reactants are: C(OP([CH2:9][C:10]1[CH:19]=[CH:18][C:13]([C:14]([O:16][CH3:17])=[O:15])=[CH:12][CH:11]=1)(OCC)=O)C.[H-].[Na+].[N:22]1[C:31]2[C:26](=[CH:27][CH:28]=[CH:29][CH:30]=2)[CH:25]=[C:24]([CH:32]=O)[CH:23]=1. (4) Given the product [CH2:9]([N:11]([CH2:12][C:13]([CH2:19][NH:20][C:21]1[CH:29]=[CH:28][CH:27]=[C:26]2[C:22]=1[CH:23]=[N:24][N:25]2[C:30]1[CH:31]=[CH:32][C:33]([F:36])=[CH:34][CH:35]=1)([OH:18])[C:14]([F:16])([F:17])[F:15])[C:6]([C:3]1[CH:4]=[CH:5][S:1][CH:2]=1)=[O:8])[CH3:10], predict the reactants needed to synthesize it. The reactants are: [S:1]1[CH:5]=[CH:4][C:3]([C:6]([OH:8])=O)=[CH:2]1.[CH2:9]([NH:11][CH2:12][C:13]([CH2:19][NH:20][C:21]1[CH:29]=[CH:28][CH:27]=[C:26]2[C:22]=1[CH:23]=[N:24][N:25]2[C:30]1[CH:35]=[CH:34][C:33]([F:36])=[CH:32][CH:31]=1)([OH:18])[C:14]([F:17])([F:16])[F:15])[CH3:10]. (5) Given the product [Cl:1][C:2]1[C:7]([O:8][CH3:9])=[CH:6][CH:5]=[CH:4][C:3]=1[CH2:10][CH:11]([NH:13][CH:14]=[O:15])[CH3:12], predict the reactants needed to synthesize it. The reactants are: [Cl:1][C:2]1[C:7]([O:8][CH3:9])=[CH:6][CH:5]=[CH:4][C:3]=1[CH2:10][CH:11]([NH2:13])[CH3:12].[CH:14](OCC)=[O:15]. (6) Given the product [CH3:1][O:2][C:3]([CH:5]1[CH2:9][CH:8]([NH:10][C:11]([C:13]2[CH:14]=[N:15][CH:16]=[CH:17][C:18]=2[NH:19][C:20]2[C:25]([O:26][CH3:27])=[CH:24][N:23]=[C:22]([C:28]3[CH:33]=[C:32]([Cl:34])[CH:31]=[CH:30][C:29]=3[F:35])[N:21]=2)=[O:12])[CH2:7][NH:6]1)=[O:4], predict the reactants needed to synthesize it. The reactants are: [CH3:1][O:2][C:3]([CH:5]1[CH2:9][CH:8]([NH:10][C:11]([C:13]2[CH:14]=[N:15][CH:16]=[CH:17][C:18]=2[NH:19][C:20]2[C:25]([O:26][CH3:27])=[CH:24][N:23]=[C:22]([C:28]3[CH:33]=[C:32]([Cl:34])[CH:31]=[CH:30][C:29]=3[F:35])[N:21]=2)=[O:12])[CH2:7][N:6]1C(OC(C)(C)C)=O)=[O:4]. (7) Given the product [CH3:10][O:11][C:12]1[CH:13]=[C:14]([O:18][C:2]2[CH:3]=[C:4]([CH:7]=[CH:8][CH:9]=2)[C:5]#[N:6])[CH:15]=[CH:16][CH:17]=1, predict the reactants needed to synthesize it. The reactants are: F[C:2]1[CH:3]=[C:4]([CH:7]=[CH:8][CH:9]=1)[C:5]#[N:6].[CH3:10][O:11][C:12]1[CH:13]=[C:14]([OH:18])[CH:15]=[CH:16][CH:17]=1.C(=O)([O-])[O-].[Cs+].[Cs+].CN(C=O)C. (8) Given the product [Cl:1][C:2]1[C:3]([CH3:23])=[C:4]([NH:10][C:11]([N:13]2[CH2:17][C@H:16]([O:18][Si:34]([C:37]([CH3:40])([CH3:39])[CH3:38])([CH3:36])[CH3:35])[CH2:15][C@H:14]2[C:19]([O:21][CH3:22])=[O:20])=[O:12])[CH:5]=[CH:6][C:7]=1[C:8]#[N:9], predict the reactants needed to synthesize it. The reactants are: [Cl:1][C:2]1[C:3]([CH3:23])=[C:4]([NH:10][C:11]([N:13]2[CH2:17][C@H:16]([OH:18])[CH2:15][C@H:14]2[C:19]([O:21][CH3:22])=[O:20])=[O:12])[CH:5]=[CH:6][C:7]=1[C:8]#[N:9].COC([C@@H]1[C@@H](O[Si:34]([C:37]([CH3:40])([CH3:39])[CH3:38])([CH3:36])[CH3:35])CCN1C(NC1C=CC(C#N)=C(Cl)C=1C)=O)=O. (9) Given the product [Br:1][C:2]1[N:3]=[CH:4][N:5]([CH:8]([F:10])[F:9])[CH:6]=1, predict the reactants needed to synthesize it. The reactants are: [Br:1][C:2]1[N:3]=[CH:4][NH:5][CH:6]=1.Cl[CH:8]([F:10])[F:9].C(=O)([O-])[O-].[K+].[K+].